This data is from Full USPTO retrosynthesis dataset with 1.9M reactions from patents (1976-2016). The task is: Predict the reactants needed to synthesize the given product. (1) Given the product [ClH:1].[CH3:2][C:3]1[C:4]2[CH2:5][NH:6][C@@H:7]3[C@@H:12]([C:13]=2[CH:14]=[CH:15][CH:16]=1)[C:11]1[CH:17]=[C:18]([O:23][CH3:24])[C:19]([O:21][CH3:22])=[CH:20][C:10]=1[CH2:9][CH2:8]3, predict the reactants needed to synthesize it. The reactants are: [ClH:1].[CH3:2][C:3]1[C:4]2[CH2:5][N:6](CC3C=CC=CC=3)[C@@H:7]3[C@@H:12]([C:13]=2[CH:14]=[CH:15][CH:16]=1)[C:11]1[CH:17]=[C:18]([O:23][CH3:24])[C:19]([O:21][CH3:22])=[CH:20][C:10]=1[CH2:9][CH2:8]3. (2) Given the product [I:1][C:2]1[CH:7]=[CH:6][N:5]=[C:4]2[NH:8][CH:9]=[CH:10][C:3]=12, predict the reactants needed to synthesize it. The reactants are: [I:1][C:2]1[CH:7]=[CH:6][N:5]=[C:4]2[N:8](C(=O)C)[CH:9]=[CH:10][C:3]=12.C[O-].[Na+].CO.